Dataset: Forward reaction prediction with 1.9M reactions from USPTO patents (1976-2016). Task: Predict the product of the given reaction. (1) The product is: [CH2:1]([O:3][C:4]1[C:13]2[C:8](=[CH:9][CH:10]=[C:11]([CH:14]=[O:15])[CH:12]=2)[N:7]=[CH:6][C:5]=1[S:16]([CH3:19])(=[O:18])=[O:17])[CH3:2]. Given the reactants [CH2:1]([O:3][C:4]1[C:13]2[C:8](=[CH:9][CH:10]=[C:11]([CH2:14][OH:15])[CH:12]=2)[N:7]=[CH:6][C:5]=1[S:16]([CH3:19])(=[O:18])=[O:17])[CH3:2], predict the reaction product. (2) The product is: [CH2:21]([C:14]1[CH:15]=[C:9]2[C:8]3[CH:4]([CH2:3][CH2:2][NH:1][C:30](=[O:32])[CH3:31])[CH2:5][CH2:6][C:7]=3[CH:12]=[CH:11][N:10]2[N:13]=1)[CH3:22]. Given the reactants [NH2:1][CH2:2][CH2:3][CH:4]1[C:8]2[C:9]3[N:10]([N:13]=[C:14]([CH2:21][CH3:22])[C:15]=3C(OCC)=O)[CH:11]=[CH:12][C:7]=2[CH2:6][CH2:5]1.C(N(CC)CC)C.[C:30](OC(=O)C)(=[O:32])[CH3:31].O, predict the reaction product. (3) Given the reactants [CH2:1]([O:3][C:4]([C:6]1[N:14]([CH3:15])[C:13]2[C:12]([Cl:16])=[CH:11][N:10]=[CH:9][C:8]=2[C:7]=1[NH2:17])=[O:5])[CH3:2].[F:18][C:19]1[CH:24]=[C:23]([Si:25]([CH3:28])([CH3:27])[CH3:26])[CH:22]=[CH:21][C:20]=1OS(C(F)(F)F)(=O)=O.CC1(C)C2C(=C(P(C3C=CC=CC=3)C3C=CC=CC=3)C=CC=2)OC2C(P(C3C=CC=CC=3)C3C=CC=CC=3)=CC=CC1=2.C([O-])([O-])=O.[Cs+].[Cs+], predict the reaction product. The product is: [CH2:1]([O:3][C:4]([C:6]1[N:14]([CH3:15])[C:13]2[C:12]([Cl:16])=[CH:11][N:10]=[CH:9][C:8]=2[C:7]=1[NH:17][C:20]1[CH:21]=[CH:22][C:23]([Si:25]([CH3:27])([CH3:26])[CH3:28])=[CH:24][C:19]=1[F:18])=[O:5])[CH3:2]. (4) Given the reactants [N+:1]([C:4]1[CH:5]=[C:6]([NH:18][S:19]([C:22]2[CH:27]=[CH:26][CH:25]=[CH:24][CH:23]=2)(=[O:21])=[O:20])[CH:7]=[CH:8][C:9]=1[NH:10][CH2:11][CH:12]1[CH2:17][CH2:16][O:15][CH2:14][CH2:13]1)([O-])=O, predict the reaction product. The product is: [NH2:1][C:4]1[CH:5]=[C:6]([NH:18][S:19]([C:22]2[CH:27]=[CH:26][CH:25]=[CH:24][CH:23]=2)(=[O:21])=[O:20])[CH:7]=[CH:8][C:9]=1[NH:10][CH2:11][CH:12]1[CH2:17][CH2:16][O:15][CH2:14][CH2:13]1. (5) The product is: [F:14][CH:15]([F:24])[CH:16]([NH:17][C:8]([C:7]1[CH:11]=[CH:12][C:4]([B:1]([OH:2])[OH:3])=[CH:5][C:6]=1[F:13])=[O:10])[C:18]1[CH:23]=[CH:22][CH:21]=[CH:20][CH:19]=1. Given the reactants [B:1]([C:4]1[CH:12]=[CH:11][C:7]([C:8]([OH:10])=O)=[C:6]([F:13])[CH:5]=1)([OH:3])[OH:2].[F:14][CH:15]([F:24])[CH:16]([C:18]1[CH:23]=[CH:22][CH:21]=[CH:20][CH:19]=1)[NH2:17].CCN(C(C)C)C(C)C.C1C=NC2N(O)N=NC=2C=1.C(Cl)CCl.C(O)(=O)CC(CC(O)=O)(C(O)=O)O, predict the reaction product. (6) Given the reactants [C:1]12([CH2:11][O:12][C:13]3[C:22]([CH:23]([OH:25])[CH3:24])=[CH:21][C:16]([C:17]([O:19][CH3:20])=[O:18])=[C:15]([F:26])[CH:14]=3)[CH2:10][CH:5]3[CH2:6][CH:7]([CH2:9][CH:3]([CH2:4]3)[CH2:2]1)[CH2:8]2.CC(OI1(OC(C)=O)(OC(C)=O)OC(=O)C2C=CC=CC1=2)=O, predict the reaction product. The product is: [C:23]([C:22]1[C:13]([O:12][CH2:11][C:1]23[CH2:8][CH:7]4[CH2:9][CH:3]([CH2:4][CH:5]([CH2:6]4)[CH2:10]2)[CH2:2]3)=[CH:14][C:15]([F:26])=[C:16]([CH:21]=1)[C:17]([O:19][CH3:20])=[O:18])(=[O:25])[CH3:24]. (7) Given the reactants [F:1][C:2]1[CH:3]=[C:4]([CH2:8][CH2:9][NH2:10])[CH:5]=[CH:6][CH:7]=1.[C:11](OC(=O)C)(=[O:13])[CH3:12], predict the reaction product. The product is: [F:1][C:2]1[CH:3]=[C:4]([CH2:8][CH2:9][NH:10][C:11](=[O:13])[CH3:12])[CH:5]=[CH:6][CH:7]=1. (8) Given the reactants C(OC([N:8]1[CH2:17][CH2:16][C:15]2[C:11](=[C:12](OS(C(F)(F)F)(=O)=O)[N:13]([CH:18]3[CH2:21][CH2:20][CH2:19]3)[N:14]=2)[CH2:10][CH2:9]1)=O)(C)(C)C.[CH3:30][C:31]1[CH:36]=[CH:35][C:34](B(O)O)=[CH:33][CH:32]=1, predict the reaction product. The product is: [CH:18]1([N:13]2[C:12]([C:34]3[CH:35]=[CH:36][C:31]([CH3:30])=[CH:32][CH:33]=3)=[C:11]3[C:15]([CH2:16][CH2:17][NH:8][CH2:9][CH2:10]3)=[N:14]2)[CH2:19][CH2:20][CH2:21]1. (9) Given the reactants [OH:1][C:2]12[CH2:11][CH:6]3[CH2:7][CH:8]([CH2:10][CH:4]([CH:5]3[O:12][C:13]([N:15]3[CH2:19][CH2:18][C@H:17](O)[CH2:16]3)=[O:14])[CH2:3]1)[CH2:9]2.[O:21]=[C:22]1[CH2:27][C:26]([C:28]#[N:29])=[CH:25][CH2:24][NH:23]1, predict the reaction product. The product is: [OH:1][C:2]12[CH2:3][CH:4]3[CH2:10][CH:8]([CH2:7][CH:6]([CH:5]3[O:12][C:13]([N:15]3[CH2:19][CH2:18][C@@H:17]([N:23]4[CH:24]=[CH:25][C:26]([C:28]#[N:29])=[CH:27][C:22]4=[O:21])[CH2:16]3)=[O:14])[CH2:11]1)[CH2:9]2.